Dataset: Catalyst prediction with 721,799 reactions and 888 catalyst types from USPTO. Task: Predict which catalyst facilitates the given reaction. (1) Reactant: [CH3:1][C@:2]12[C@@:19]3([CH3:20])[C@@H:10]([C@:11]4([CH3:24])[C@@H:16]([CH2:17][CH2:18]3)[C:15]([CH3:22])([CH3:21])[C:14](=[O:23])[CH2:13][CH2:12]4)[CH2:9][CH2:8][C@@H:7]1[C@H:6]1[C@H:25]([C:28]([CH3:30])=[CH2:29])[CH2:26][CH2:27][C@:5]1([NH:31][C:32](=[O:38])[O:33][C:34]([CH3:37])([CH3:36])[CH3:35])[CH2:4][CH2:3]2.C[Si]([N-][Si](C)(C)C)(C)C.[K+].[F:49][C:50]([F:69])([F:68])[S:51](N(C1C=CC=CC=1)[S:51]([C:50]([F:69])([F:68])[F:49])(=[O:53])=[O:52])(=[O:53])=[O:52]. Product: [F:49][C:50]([F:69])([F:68])[S:51]([O:23][C:14]1[C:15]([CH3:21])([CH3:22])[C@H:16]2[C@:11]([CH3:24])([CH2:12][CH:13]=1)[C@@H:10]1[C@:19]([CH3:20])([C@@:2]3([CH3:1])[C@H:7]([CH2:8][CH2:9]1)[C@H:6]1[C@H:25]([C:28]([CH3:30])=[CH2:29])[CH2:26][CH2:27][C@:5]1([NH:31][C:32]([O:33][C:34]([CH3:37])([CH3:36])[CH3:35])=[O:38])[CH2:4][CH2:3]3)[CH2:18][CH2:17]2)(=[O:53])=[O:52]. The catalyst class is: 1. (2) Reactant: [CH3:1][O:2][C:3]1[CH:8]=[CH:7][N:6]=[C:5]([NH2:9])[CH:4]=1.[N+:10]([C:13]1[CH:18]=[CH:17][C:16]([S:19](Cl)(=[O:21])=[O:20])=[CH:15][CH:14]=1)([O-:12])=[O:11]. Product: [CH3:1][O:2][C:3]1[CH:8]=[CH:7][N:6]=[C:5]([NH:9][S:19]([C:16]2[CH:15]=[CH:14][C:13]([N+:10]([O-:12])=[O:11])=[CH:18][CH:17]=2)(=[O:20])=[O:21])[CH:4]=1. The catalyst class is: 17. (3) Reactant: [F:1][C:2]([F:15])([F:14])[S:3]([O:6]S(C(F)(F)F)(=O)=O)(=[O:5])=[O:4].O[C:17]1[CH:18]=[N:19][C:20]2[C:25]([CH:26]=1)=[CH:24][CH:23]=[CH:22][C:21]=2[C:27]([O:29][CH3:30])=[O:28].C([O-])(O)=O.[Na+]. Product: [F:1][C:2]([F:15])([F:14])[S:3]([O:6][C:17]1[CH:18]=[N:19][C:20]2[C:25]([CH:26]=1)=[CH:24][CH:23]=[CH:22][C:21]=2[C:27]([O:29][CH3:30])=[O:28])(=[O:5])=[O:4]. The catalyst class is: 298. (4) Reactant: [NH2:1][C:2]1[C:3]([F:25])=[C:4]([N:9]([CH2:16][C:17]2[CH:22]=[CH:21][C:20]([O:23][CH3:24])=[CH:19][CH:18]=2)[S:10]([CH2:13][CH2:14][CH3:15])(=[O:12])=[O:11])[CH:5]=[CH:6][C:7]=1[F:8].C1(C)C=CC=CC=1.C[Al](C)C.[CH2:37]([NH:39][C:40]1[C:41]2[C:42](=[C:46]([C:49](OCC)=[O:50])[S:47][N:48]=2)[N:43]=[CH:44][N:45]=1)[CH3:38]. Product: [F:25][C:3]1[C:4]([N:9]([CH2:16][C:17]2[CH:18]=[CH:19][C:20]([O:23][CH3:24])=[CH:21][CH:22]=2)[S:10]([CH2:13][CH2:14][CH3:15])(=[O:12])=[O:11])=[CH:5][CH:6]=[C:7]([F:8])[C:2]=1[NH:1][C:49]([C:46]1[S:47][N:48]=[C:41]2[C:40]([NH:39][CH2:37][CH3:38])=[N:45][CH:44]=[N:43][C:42]=12)=[O:50]. The catalyst class is: 81. (5) Reactant: C(O[C:4]([CH:6]1[NH:11][CH2:10][C:9]2[S:12][CH:13]=[N:14][C:8]=2[CH2:7]1)=O)C.[H-].[Al+3].[Li+].[H-].[H-].[H-].[OH-].[K+].S([O-])([O-])(=O)=O.[Mg+2]. Product: [CH3:4][CH:6]1[NH:11][CH2:10][C:9]2[S:12][CH:13]=[N:14][C:8]=2[CH2:7]1. The catalyst class is: 30. (6) Reactant: [Si]([O:8][C:9]1[CH:14]=[CH:13][C:12]([N:15]2[CH:20]=[CH:19][C:18]3[O:21][C:22]([C:24]4[CH:29]=[CH:28][C:27]([Cl:30])=[CH:26][CH:25]=4)=[CH:23][C:17]=3[C:16]2=[O:31])=[CH:11][C:10]=1[O:32][CH3:33])(C(C)(C)C)(C)C.CCCC[N+](CCCC)(CCCC)CCCC.[F-].Cl. Product: [Cl:30][C:27]1[CH:26]=[CH:25][C:24]([C:22]2[O:21][C:18]3[CH:19]=[CH:20][N:15]([C:12]4[CH:13]=[CH:14][C:9]([OH:8])=[C:10]([O:32][CH3:33])[CH:11]=4)[C:16](=[O:31])[C:17]=3[CH:23]=2)=[CH:29][CH:28]=1. The catalyst class is: 1. (7) Reactant: F[C:2]1[CH:7]=[C:6]([N+]([O-])=O)[CH:5]=[CH:4][C:3]=1[N:11]1[C@H:15](CC)[CH2:14][O:13]C1C(F)(F)F.FC1C=C([N+]([O-])=O)C=CC=1N(CC(F)(F)F)[C@H](CC)CO.[H-].[Na+]. Product: [O:13]1[C:2]2[CH:7]=[CH:6][CH:5]=[CH:4][C:3]=2[N:11]=[CH:15][CH2:14]1. The catalyst class is: 1. (8) Reactant: [Br:1][C:2]1[CH:7]=[CH:6][C:5]([C:8](=[N:22][O:23][CH2:24][CH3:25])[CH:9]2[CH2:14][CH2:13][N:12]([C:15]3([CH3:21])[CH2:20][CH2:19][NH:18][CH2:17][CH2:16]3)[CH2:11][CH2:10]2)=[CH:4][CH:3]=1.[CH3:26][N:27]1[C:35]2[C:30](=[CH:31][CH:32]=[CH:33][CH:34]=2)[C:29]([C:36](O)=[O:37])=[CH:28]1.CCN(CC)CC.CN(C(ON1N=NC2C=CC=NC1=2)=[N+](C)C)C.F[P-](F)(F)(F)(F)F. Product: [Br:1][C:2]1[CH:7]=[CH:6][C:5]([C:8](=[N:22][O:23][CH2:24][CH3:25])[CH:9]2[CH2:10][CH2:11][N:12]([C:15]3([CH3:21])[CH2:20][CH2:19][N:18]([C:36]([C:29]4[C:30]5[C:35](=[CH:34][CH:33]=[CH:32][CH:31]=5)[N:27]([CH3:26])[CH:28]=4)=[O:37])[CH2:17][CH2:16]3)[CH2:13][CH2:14]2)=[CH:4][CH:3]=1. The catalyst class is: 3. (9) Reactant: [C:1]([O:5][C:6]([C@@:8]1([CH2:31][CH:32]=C)[C@@H:12]([CH2:13][O:14][CH2:15][C:16]2[CH:21]=[CH:20][CH:19]=[CH:18][CH:17]=2)[C:11](=[O:22])[N:10]([C@@H:23]([C:25]2[CH:30]=[CH:29][CH:28]=[CH:27][CH:26]=2)[CH3:24])[CH2:9]1)=[O:7])([CH3:4])([CH3:3])[CH3:2].[O:34]=O.CSC. Product: [C:1]([O:5][C:6]([C@@:8]1([CH2:31][CH:32]=[O:34])[C@@H:12]([CH2:13][O:14][CH2:15][C:16]2[CH:21]=[CH:20][CH:19]=[CH:18][CH:17]=2)[C:11](=[O:22])[N:10]([C@@H:23]([C:25]2[CH:26]=[CH:27][CH:28]=[CH:29][CH:30]=2)[CH3:24])[CH2:9]1)=[O:7])([CH3:3])([CH3:4])[CH3:2]. The catalyst class is: 5. (10) Reactant: [Cl:1][C:2]1[CH:3]=[C:4]([NH:17][C:18]2[C:27]3[C:22](=[CH:23][CH:24]=[C:25]([C:28]4[O:29][C:30]([CH:33]=O)=[CH:31][CH:32]=4)[CH:26]=3)[N:21]=[CH:20][N:19]=2)[CH:5]=[CH:6][C:7]=1[O:8][CH2:9][C:10]1[CH:15]=[CH:14][CH:13]=[C:12]([F:16])[CH:11]=1.[OH:35][C:36]1[CH:41]=[CH:40][C:39]([CH2:42][CH2:43][NH2:44])=[CH:38][CH:37]=1.C(O[BH-](OC(=O)C)OC(=O)C)(=O)C.[Na+].C(=O)([O-])[O-].[Na+].[Na+]. Product: [Cl:1][C:2]1[CH:3]=[C:4]([NH:17][C:18]2[C:27]3[C:22](=[CH:23][CH:24]=[C:25]([C:28]4[O:29][C:30]([CH2:33][NH:44][CH2:43][CH2:42][C:39]5[CH:40]=[CH:41][C:36]([OH:35])=[CH:37][CH:38]=5)=[CH:31][CH:32]=4)[CH:26]=3)[N:21]=[CH:20][N:19]=2)[CH:5]=[CH:6][C:7]=1[O:8][CH2:9][C:10]1[CH:15]=[CH:14][CH:13]=[C:12]([F:16])[CH:11]=1. The catalyst class is: 7.